This data is from Peptide-MHC class I binding affinity with 185,985 pairs from IEDB/IMGT. The task is: Regression. Given a peptide amino acid sequence and an MHC pseudo amino acid sequence, predict their binding affinity value. This is MHC class I binding data. (1) The peptide sequence is FAANPNSQV. The MHC is HLA-A11:01 with pseudo-sequence HLA-A11:01. The binding affinity (normalized) is 0.0847. (2) The peptide sequence is TQGRQTYDW. The MHC is HLA-A01:01 with pseudo-sequence HLA-A01:01. The binding affinity (normalized) is 0. (3) The binding affinity (normalized) is 0.0847. The peptide sequence is LLKLWIDKV. The MHC is HLA-A03:01 with pseudo-sequence HLA-A03:01.